From a dataset of Full USPTO retrosynthesis dataset with 1.9M reactions from patents (1976-2016). Predict the reactants needed to synthesize the given product. (1) Given the product [Cl:32][C:33]1[CH:41]=[CH:40][CH:39]=[CH:38][C:34]=1[C:35]([NH:1][CH:2]1[CH2:3][CH2:4][N:5]([C:8]2[N:13]=[CH:12][C:11]([NH:14][C:15]([C:17]3[O:21][C:20]([N:22]4[CH2:27][CH2:26][CH2:25][CH2:24][CH2:23]4)=[N:19][C:18]=3[C:28]([F:31])([F:30])[F:29])=[O:16])=[CH:10][CH:9]=2)[CH2:6][CH2:7]1)=[O:36], predict the reactants needed to synthesize it. The reactants are: [NH2:1][CH:2]1[CH2:7][CH2:6][N:5]([C:8]2[N:13]=[CH:12][C:11]([NH:14][C:15]([C:17]3[O:21][C:20]([N:22]4[CH2:27][CH2:26][CH2:25][CH2:24][CH2:23]4)=[N:19][C:18]=3[C:28]([F:31])([F:30])[F:29])=[O:16])=[CH:10][CH:9]=2)[CH2:4][CH2:3]1.[Cl:32][C:33]1[CH:41]=[CH:40][CH:39]=[CH:38][C:34]=1[C:35](O)=[O:36]. (2) Given the product [CH:1]([N:4]1[C:9](=[O:10])[CH:8]=[CH:7][C:6]([C:11](=[N:22][OH:23])[C:12]([C:13]2[CH:14]=[CH:15][CH:16]=[CH:17][CH:18]=2)=[O:19])=[N:5]1)([CH3:3])[CH3:2], predict the reactants needed to synthesize it. The reactants are: [CH:1]([N:4]1[C:9](=[O:10])[CH:8]=[CH:7][C:6]([CH2:11][C:12](=[O:19])[C:13]2[CH:18]=[CH:17][CH:16]=[CH:15][CH:14]=2)=[N:5]1)([CH3:3])[CH3:2].[H-].[Na+].[N:22](OCCC(C)C)=[O:23]. (3) Given the product [CH3:17][C:14]([O:13][C:11]([N:10]1[C@@H:5]2[CH2:4][CH:3]([NH2:2])[CH2:9][C@H:8]1[CH2:7][CH2:6]2)=[O:12])([CH3:15])[CH3:16], predict the reactants needed to synthesize it. The reactants are: O[N:2]=[C:3]1[CH2:9][CH:8]2[N:10]([C:11]([O:13][C:14]([CH3:17])([CH3:16])[CH3:15])=[O:12])[CH:5]([CH2:6][CH2:7]2)[CH2:4]1.[Na]. (4) Given the product [C:26]([C:23]1[CH:22]=[CH:21][C:20](/[C:19](/[C:30]2[CH:31]=[CH:32][C:33]([Cl:38])=[C:34]([O:36][CH3:37])[N:35]=2)=[CH:18]\[CH2:17][CH:4]2[CH2:5][CH2:6][N:2]([CH3:1])[C:3]2=[O:7])=[CH:25][CH:24]=1)([CH3:27])([CH3:28])[CH3:29], predict the reactants needed to synthesize it. The reactants are: [CH3:1][N:2]1[CH2:6][CH2:5][CH2:4][C:3]1=[O:7].C([N-]C(C)C)(C)C.[Li+].Br[CH2:17]/[CH:18]=[C:19](/[C:30]1[N:35]=[C:34]([O:36][CH3:37])[C:33]([Cl:38])=[CH:32][CH:31]=1)\[C:20]1[CH:25]=[CH:24][C:23]([C:26]([CH3:29])([CH3:28])[CH3:27])=[CH:22][CH:21]=1.O. (5) Given the product [CH2:15]([O:14][C:12](=[O:13])[CH2:11][CH2:10][CH2:9][O:7][C:1]1[CH:6]=[CH:5][CH:4]=[CH:3][CH:2]=1)[CH3:16], predict the reactants needed to synthesize it. The reactants are: [C:1]1([OH:7])[CH:6]=[CH:5][CH:4]=[CH:3][CH:2]=1.Br[CH2:9][CH2:10][CH2:11][C:12]([O:14][CH2:15][CH3:16])=[O:13].C(=O)([O-])[O-].[K+].[K+]. (6) Given the product [C:6]([C:5]1[CH:8]=[CH:9][C:2]([C:10]2[CH:15]=[CH:14][C:13]([C:2]3[CH:9]=[CH:8][C:5]([C:6]#[N:7])=[CH:4][CH:3]=3)=[CH:12][CH:11]=2)=[CH:3][CH:4]=1)#[N:7], predict the reactants needed to synthesize it. The reactants are: Br[C:2]1[CH:9]=[CH:8][C:5]([C:6]#[N:7])=[CH:4][CH:3]=1.[C:10]1(B(O)O)[CH:15]=[CH:14][C:13](B(O)O)=[CH:12][CH:11]=1. (7) Given the product [CH3:1][O:2][C:3]1[CH:4]=[CH:5][C:6]([CH2:11][C:12]2[N:21]=[CH:20][CH:19]=[C:18]3[C:13]=2[CH:14]=[C:15]([O:24][CH3:25])[C:16]([O:22][CH3:23])=[CH:17]3)=[CH:7][C:8]=1[O:9][CH3:10], predict the reactants needed to synthesize it. The reactants are: [CH3:1][O:2][C:3]1[CH:4]=[CH:5][C:6]([CH2:11][C:12]2[N:21]=[CH:20][CH:19]=[C:18]3[C:13]=2[CH:14]=[C:15]([O:24][CH3:25])[C:16]([O:22][CH3:23])=[CH:17]3)=[CH:7][C:8]=1[O:9][CH3:10].Cl. (8) The reactants are: [C:1]1([NH2:8])[CH:6]=[CH:5][C:4]([NH2:7])=[CH:3][CH:2]=1.[C:9](=[S:11])=S.[OH-].[Na+].ClCC([O-])=O.[Na+].[NH2:20][NH2:21]. Given the product [NH2:7][C:4]1[CH:5]=[CH:6][C:1]([NH:8][C:9](=[S:11])[NH:20][NH2:21])=[CH:2][CH:3]=1, predict the reactants needed to synthesize it. (9) Given the product [CH:1]1([NH:4][C:5]2[C:6]3[O:31][CH:30]=[CH:29][C:7]=3[N:8]=[C:9]([NH:11][C:12]3[CH:20]=[C:19]4[C:15]([CH:16]=[N:17][NH:18]4)=[C:14]([CH3:34])[CH:13]=3)[N:10]=2)[CH2:3][CH2:2]1, predict the reactants needed to synthesize it. The reactants are: [CH:1]1([NH:4][C:5]2[C:6]3[O:31][CH:30]=[CH:29][C:7]=3[N:8]=[C:9]([NH:11][C:12]3[CH:20]=[C:19]4[C:15]([C:16](C)=[N:17][N:18]4C4CCCCO4)=[C:14](F)[CH:13]=3)[N:10]=2)[CH2:3][CH2:2]1.Cl.O1CCOC[CH2:34]1.